From a dataset of Peptide-MHC class I binding affinity with 185,985 pairs from IEDB/IMGT. Regression. Given a peptide amino acid sequence and an MHC pseudo amino acid sequence, predict their binding affinity value. This is MHC class I binding data. (1) The peptide sequence is RLGPQGWRV. The MHC is HLA-A02:01 with pseudo-sequence HLA-A02:01. The binding affinity (normalized) is 0.936. (2) The peptide sequence is IIPFIAYFV. The MHC is HLA-A02:06 with pseudo-sequence HLA-A02:06. The binding affinity (normalized) is 1.00. (3) The peptide sequence is GTEEIRSLF. The MHC is HLA-B57:01 with pseudo-sequence HLA-B57:01. The binding affinity (normalized) is 0.459. (4) The peptide sequence is YHDPANWPL. The MHC is HLA-A03:01 with pseudo-sequence HLA-A03:01. The binding affinity (normalized) is 0.0847. (5) The peptide sequence is GLRWHVRAF. The MHC is HLA-A02:01 with pseudo-sequence HLA-A02:01. The binding affinity (normalized) is 0.0847. (6) The peptide sequence is KSLDNYQEW. The MHC is HLA-B46:01 with pseudo-sequence HLA-B46:01. The binding affinity (normalized) is 0.0847.